Dataset: Reaction yield outcomes from USPTO patents with 853,638 reactions. Task: Predict the reaction yield, written as a fraction of the theoretical maximum amount of product (1.0 means a 100% yield; for example, 0.34 means a 34% yield). (1) The reactants are C(OC([N:8]1[C:16]2[CH2:15][CH2:14][N:13]([CH:17]([C:30]3[CH:35]=[CH:34][CH:33]=[CH:32][C:31]=3[Cl:36])[CH2:18][CH2:19][CH2:20][CH2:21][C:22]([C:25]([O:27][CH2:28][CH3:29])=[O:26])([CH3:24])[CH3:23])[CH2:12][C:11]=2[CH:10]=[CH:9]1)=O)(C)(C)C.FC(F)(F)C(O)=O. The catalyst is ClCCl. The product is [CH2:28]([O:27][C:25](=[O:26])[C:22]([CH3:24])([CH3:23])[CH2:21][CH2:20][CH2:19][CH2:18][CH:17]([C:30]1[CH:35]=[CH:34][CH:33]=[CH:32][C:31]=1[Cl:36])[N:13]1[CH2:14][CH2:15][C:16]2[NH:8][CH:9]=[CH:10][C:11]=2[CH2:12]1)[CH3:29]. The yield is 0.412. (2) The product is [F:10][C:8]1[CH:7]=[CH:6][C:5]([N+:11]([O-:13])=[O:12])=[C:4]([CH:9]=1)[NH:2][CH3:1]. The reactants are [CH3:1][NH2:2].F[C:4]1[CH:9]=[C:8]([F:10])[CH:7]=[CH:6][C:5]=1[N+:11]([O-:13])=[O:12]. The yield is 0.950. The catalyst is CO. (3) The reactants are [F:1][C:2]1[CH:7]=[CH:6][CH:5]=[C:4]([F:8])[C:3]=1[N:9]1[C:14]2[N:15]=[C:16](S(C)=O)[N:17]=[C:18]([C:19]3[CH:20]=[C:21]([CH:28]=[CH:29][C:30]=3[CH3:31])[C:22]([NH:24][CH:25]([CH3:27])[CH3:26])=[O:23])[C:13]=2[CH2:12][NH:11][C:10]1=[O:35].[NH2:36][CH2:37][CH2:38][N:39]([CH3:47])[C:40](=[O:46])[O:41][C:42]([CH3:45])([CH3:44])[CH3:43].C(N(CC)C(C)C)(C)C. The catalyst is C1COCC1. The product is [F:1][C:2]1[CH:7]=[CH:6][CH:5]=[C:4]([F:8])[C:3]=1[N:9]1[C:14]2[N:15]=[C:16]([NH:36][CH2:37][CH2:38][N:39]([CH3:47])[C:40](=[O:46])[O:41][C:42]([CH3:43])([CH3:44])[CH3:45])[N:17]=[C:18]([C:19]3[CH:20]=[C:21]([C:22]([NH:24][CH:25]([CH3:27])[CH3:26])=[O:23])[CH:28]=[CH:29][C:30]=3[CH3:31])[C:13]=2[CH2:12][NH:11][C:10]1=[O:35]. The yield is 0.740.